This data is from Full USPTO retrosynthesis dataset with 1.9M reactions from patents (1976-2016). The task is: Predict the reactants needed to synthesize the given product. (1) Given the product [Cl:17][C:18]1[CH:23]=[C:22]([C:24]2([C:26]([F:29])([F:27])[F:28])[O:1][N:2]=[C:3]([C:4]3[CH:15]=[CH:14][C:7]4[B:8]([OH:13])[O:9][C:10]([CH3:12])([CH3:11])[C:6]=4[CH:5]=3)[CH2:25]2)[CH:21]=[C:20]([Cl:30])[C:19]=1[CH:31]([F:32])[F:33], predict the reactants needed to synthesize it. The reactants are: [OH:1][N:2]=[C:3](Cl)[C:4]1[CH:15]=[CH:14][C:7]2[B:8]([OH:13])[O:9][C:10]([CH3:12])([CH3:11])[C:6]=2[CH:5]=1.[Cl:17][C:18]1[CH:23]=[C:22]([C:24]([C:26]([F:29])([F:28])[F:27])=[CH2:25])[CH:21]=[C:20]([Cl:30])[C:19]=1[CH:31]([F:33])[F:32]. (2) Given the product [N+:35]([C:32]1[CH:31]=[CH:30][C:29]([C:28]2[O:52][C:49]([C:7]([F:8])([F:9])[F:10])=[C:20]([C:21]3[CH:22]=[CH:23][CH:24]=[CH:25][CH:26]=3)[N:27]=2)=[CH:34][CH:33]=1)([O-:37])=[O:36], predict the reactants needed to synthesize it. The reactants are: [F:8][C:7]([F:10])([F:9])C(OC(=O)[C:7]([F:10])([F:9])[F:8])=O.N1C=CC=CC=1.[CH2:20]([N:27](C(C1C=CC=CC=1)C(O)=O)[C:28](=O)[C:29]1[CH:34]=[CH:33][C:32]([N+:35]([O-:37])=[O:36])=[CH:31][CH:30]=1)[C:21]1[CH:26]=[CH:25][CH:24]=[CH:23][CH:22]=1.[C:49](=[O:52])(O)[O-].[Na+]. (3) Given the product [Br:20][C:8]1[N:7]=[C:6]([N+:9]([O-:11])=[O:10])[C:5]([NH2:12])=[CH:4][C:3]=1[O:2][CH3:1], predict the reactants needed to synthesize it. The reactants are: [CH3:1][O:2][C:3]1[CH:4]=[C:5]([NH2:12])[C:6]([N+:9]([O-:11])=[O:10])=[N:7][CH:8]=1.C1C(=O)N([Br:20])C(=O)C1.O.